This data is from Forward reaction prediction with 1.9M reactions from USPTO patents (1976-2016). The task is: Predict the product of the given reaction. (1) Given the reactants [C:1]([C:3]1[CH:8]=[CH:7][C:6]([CH:9]2[CH2:14][CH2:13][N:12]([C:15]([O:17][C:18]([CH3:21])([CH3:20])[CH3:19])=[O:16])[CH2:11][CH:10]2[O:22][CH2:23][C:24]2[CH:33]=[CH:32][C:31]3[C:26](=[CH:27][CH:28]=[CH:29][CH:30]=3)[CH:25]=2)=[CH:5][CH:4]=1)#[N:2], predict the reaction product. The product is: [NH2:2][CH2:1][C:3]1[CH:8]=[CH:7][C:6]([CH:9]2[CH2:14][CH2:13][N:12]([C:15]([O:17][C:18]([CH3:21])([CH3:19])[CH3:20])=[O:16])[CH2:11][CH:10]2[O:22][CH2:23][C:24]2[CH:33]=[CH:32][C:31]3[C:26](=[CH:27][CH:28]=[CH:29][CH:30]=3)[CH:25]=2)=[CH:5][CH:4]=1. (2) Given the reactants [O:1]1[C:5]([C:6]([OH:8])=O)=[CH:4][CH:3]=[N:2]1.[NH2:9][C:10]1[N:15]=[CH:14][C:13]2[C:16]([CH3:24])([CH3:23])[C:17](=[O:22])[N:18]([CH:19]3[CH2:21][CH2:20]3)[C:12]=2[CH:11]=1, predict the reaction product. The product is: [CH:19]1([N:18]2[C:12]3[CH:11]=[C:10]([NH:9][C:6]([C:5]4[O:1][N:2]=[CH:3][CH:4]=4)=[O:8])[N:15]=[CH:14][C:13]=3[C:16]([CH3:23])([CH3:24])[C:17]2=[O:22])[CH2:21][CH2:20]1. (3) Given the reactants C([CH:3]1[CH2:8][N:7]([C:9]2[CH:14]=[CH:13][C:12](I)=[CH:11][CH:10]=2)[C:6](=[O:16])[C:5]2[N:17]([C:23]3[CH:28]=[CH:27][C:26]([O:29][CH3:30])=[CH:25][CH:24]=3)[N:18]=[C:19]([C:20]([NH2:22])=[O:21])[C:4]1=2)C.C(OC([N:41]1[CH2:46][CH2:45][NH:44][C:43](=[O:47])[CH2:42]1)=O)C1C=CC=CC=1.C([O-])([O-])=O.[K+].[K+].CS(C)=O, predict the reaction product. The product is: [CH3:30][O:29][C:26]1[CH:25]=[CH:24][C:23]([N:17]2[C:5]3[C:6](=[O:16])[N:7]([C:9]4[CH:10]=[CH:11][C:12]([N:44]5[CH2:45][CH2:46][NH:41][CH2:42][C:43]5=[O:47])=[CH:13][CH:14]=4)[CH2:8][CH2:3][C:4]=3[C:19]([C:20]([NH2:22])=[O:21])=[N:18]2)=[CH:28][CH:27]=1. (4) Given the reactants Br[C:2]1[CH:3]=[C:4]2[C:10]([CH3:11])=[C:9]([CH3:12])[NH:8][C:5]2=[N:6][CH:7]=1.CC([O-])=O.[K+].[B:18]1([B:18]2[O:22][C:21]([CH3:24])([CH3:23])[C:20]([CH3:26])([CH3:25])[O:19]2)[O:22][C:21]([CH3:24])([CH3:23])[C:20]([CH3:26])([CH3:25])[O:19]1, predict the reaction product. The product is: [CH3:12][C:9]1[NH:8][C:5]2=[N:6][CH:7]=[C:2]([B:18]3[O:22][C:21]([CH3:24])([CH3:23])[C:20]([CH3:26])([CH3:25])[O:19]3)[CH:3]=[C:4]2[C:10]=1[CH3:11]. (5) Given the reactants Cl[C:2]1[C:7]([C:8]2[CH:9]=[N:10][C:11](/[CH:14]=[CH:15]/[C@H:16]3[C@H:24]([CH3:25])[C:23]([F:27])([F:26])[CH2:22][C@:21]4([OH:28])[C@H:17]3[C@@H:18]([CH3:30])[O:19][C:20]4=[O:29])=[CH:12][CH:13]=2)=[CH:6][CH:5]=[CH:4][N:3]=1.[F:31][C:32]1([F:36])[CH2:35][NH:34][CH2:33]1.Cl.CC(OC1C=CC=C(OC(C)C)C=1C1C(P(C2CCCCC2)C2CCCCC2)=CC=CC=1)C.N1C2C(=CC=CC=2)CC1.C([O-])([O-])=O.[Cs+].[Cs+], predict the reaction product. The product is: [F:31][C:32]1([F:36])[CH2:35][N:34]([C:2]2[C:7]([C:8]3[CH:9]=[N:10][C:11](/[CH:14]=[CH:15]/[C@H:16]4[C@H:24]([CH3:25])[C:23]([F:27])([F:26])[CH2:22][C@:21]5([OH:28])[C@H:17]4[C@@H:18]([CH3:30])[O:19][C:20]5=[O:29])=[CH:12][CH:13]=3)=[CH:6][CH:5]=[CH:4][N:3]=2)[CH2:33]1.